From a dataset of Forward reaction prediction with 1.9M reactions from USPTO patents (1976-2016). Predict the product of the given reaction. Given the reactants [Cl:1][C:2]1[CH:32]=[CH:31][CH:30]=[C:29]([C:33]([F:36])([F:35])[F:34])[C:3]=1[C:4]([N:6]1[C:14]2[C:9](=[N:10][CH:11]=[C:12]([C:15]([OH:17])=O)[CH:13]=2)[C:8]([C:18]2[CH:23]=[CH:22][C:21]([C:24]([O:26][CH3:27])=[O:25])=[CH:20][C:19]=2[F:28])=[N:7]1)=[O:5].[CH3:37][O:38][NH:39][CH3:40].CN(C(ON1N=NC2C=CC=NC1=2)=[N+](C)C)C.F[P-](F)(F)(F)(F)F, predict the reaction product. The product is: [Cl:1][C:2]1[CH:32]=[CH:31][CH:30]=[C:29]([C:33]([F:36])([F:35])[F:34])[C:3]=1[C:4]([N:6]1[C:14]2[C:9](=[N:10][CH:11]=[C:12]([C:15](=[O:17])[N:39]([O:38][CH3:37])[CH3:40])[CH:13]=2)[C:8]([C:18]2[CH:23]=[CH:22][C:21]([C:24]([O:26][CH3:27])=[O:25])=[CH:20][C:19]=2[F:28])=[N:7]1)=[O:5].